From a dataset of Experimentally validated miRNA-target interactions with 360,000+ pairs, plus equal number of negative samples. Binary Classification. Given a miRNA mature sequence and a target amino acid sequence, predict their likelihood of interaction. (1) The miRNA is ath-miR156d-5p with sequence UGACAGAAGAGAGUGAGCAC. The protein sequence of the target gene is MTFQASHRSAWGKSRKKNWQYEGPTQKLFLKRNNVSAPDGPSDPSISVSSEQSGAQQPPALQVERIVDKRKNKKGKTEYLVRWKGYDSEDDTWEPEQHLVNCEEYIHDFNRRHTEKQKESTLTRTNRTSPNNARKQISRSTNSNFSKTSPKALVIGKDHESKNSQLFAASQKFRKNTAPSLSSRKNMDLAKSGIKILVPKSPVKSRTAVDGFQSESPEKLDPVEQGQEDTVAPEVAAEKPVGALLGPGAERARMGSRPRIHPLVPQVPGPVTAAMATGLAVNGKGTSPFMDALTANGTTN.... Result: 0 (no interaction). (2) The miRNA is hsa-miR-592 with sequence UUGUGUCAAUAUGCGAUGAUGU. The protein sequence of the target gene is MADSKAKPTKAANKTPPKSPGDPAKAAKRLSLESEGANEGAAAAPELSALEEAFRRFAVHGDTRATGKEMHGKNWSKLCKDCHVIDGKNVTVTDVDIVFSKIKGKSCRTITFEQFQEALEELAKKRFKDKSSEEAVREVHRLIEGRAPVISGVTKAVSSPTVSRLTDTSKFTGSHKERFDQSGKGKGKAGRVDLVDESGYVPGYKHAGTYDQKVQGGK. Result: 0 (no interaction). (3) The miRNA is hsa-miR-6504-3p with sequence CAUUACAGCACAGCCAUUCU. The protein sequence of the target gene is MEDVKLEFPSLPQCKEDAEEWTYPMRREMQEILPGLFLGPYSSAMKSKLPVLQKHGITHIICIRQNIEANFIKPNFQQLFRYLVLDIADNPVENIIRFFPMTKEFIDGSLQMGGKVLVHGNAGISRSAAFVIAYIMETFGMKYRDAFAYVQERRFCINPNAGFVHQLQEYEAIYLAKLTIQMMSPLQIERSLSVHSGTTGSLKRTHEEEDDFGTMQVATAQNG. Result: 1 (interaction). (4) The miRNA is mmu-miR-201-5p with sequence UACUCAGUAAGGCAUUGUUCUU. The protein sequence of the target gene is MQQDGLGVGTRNGSGKGRSVHPSWPWCAPRPLRYFGRDARARRAQTAAMALLAGGLSRGLGSHPAAAGRDAVVFVWLLLSTWCTAPARAIQVTVSNPYHVVILFQPVTLPCTYQMTSTPTQPIVIWKYKSFCRDRIADAFSPASVDNQLNAQLAAGNPGYNPYVECQDSVRTVRVVATKQGNAVTLGDYYQGRRITITGNADLTFDQTAWGDSGVYYCSVVSAQDLQGNNEAYAELIVLGRTSGVAELLPGFQAGPIEDWLFVVVVCLAAFLIFLLLGICWCQCCPHTCCCYVRCPCCPD.... Result: 0 (no interaction).